Dataset: Catalyst prediction with 721,799 reactions and 888 catalyst types from USPTO. Task: Predict which catalyst facilitates the given reaction. (1) Reactant: [Br:1][CH2:2][CH:3]=[C:4]([CH3:6])[CH3:5].[CH3:7][O:8][C:9]1[N:14]=[CH:13][C:12]([CH:15]([NH:27][C:28]2[CH:29]=[C:30]([CH:36]=[CH:37][CH:38]=2)[C:31]([O:33][CH2:34][CH3:35])=[O:32])[C:16](=[O:26])[O:17][C@@H:18]2[CH:23]3[CH2:24][CH2:25][N:20]([CH2:21][CH2:22]3)[CH2:19]2)=[CH:11][CH:10]=1. Product: [Br-:1].[CH2:34]([O:33][C:31]([C:30]1[CH:29]=[C:28]([NH:27][CH:15]([C:12]2[CH:13]=[N:14][C:9]([O:8][CH3:7])=[CH:10][CH:11]=2)[C:16]([O:17][C@@H:18]2[CH:23]3[CH2:24][CH2:25][N+:20]([CH2:2][CH:3]=[C:4]([CH3:6])[CH3:5])([CH2:21][CH2:22]3)[CH2:19]2)=[O:26])[CH:38]=[CH:37][CH:36]=1)=[O:32])[CH3:35]. The catalyst class is: 25. (2) Product: [CH3:1][O:2][CH2:3][CH2:4][N:5]1[C:9]2[C:10]3[O:11][CH:12]([C:22]4[CH:23]=[CH:24][CH:25]=[CH:26][CH:27]=4)[CH2:13][CH2:14][C:15]=3[C:16]([C:18]([OH:20])=[O:19])=[CH:17][C:8]=2[N:7]=[C:6]1[CH3:28]. The catalyst class is: 8. Reactant: [CH3:1][O:2][CH2:3][CH2:4][N:5]1[C:9]2[C:10]3[O:11][CH:12]([C:22]4[CH:27]=[CH:26][CH:25]=[CH:24][CH:23]=4)[CH2:13][CH2:14][C:15]=3[C:16]([C:18]([O:20]C)=[O:19])=[CH:17][C:8]=2[N:7]=[C:6]1[CH3:28].[OH-].[Na+].Cl. (3) Reactant: Cl[C:2]1[C:7]2=[N:8][N:9]=[CH:10][N:6]2[N:5]=[C:4]([C:11]2[CH:16]=[CH:15][C:14]([C:17]([F:20])([F:19])[F:18])=[CH:13][CH:12]=2)[N:3]=1.Cl.Cl.[NH2:23][CH2:24][CH2:25][NH:26][C:27]1[CH:34]=[CH:33][C:30]([C:31]#[N:32])=[CH:29][N:28]=1.C(N(CC)C(C)C)(C)C. Product: [F:18][C:17]([F:20])([F:19])[C:14]1[CH:15]=[CH:16][C:11]([C:4]2[N:3]=[C:2]([NH:23][CH2:24][CH2:25][NH:26][C:27]3[N:28]=[CH:29][C:30]([C:31]#[N:32])=[CH:33][CH:34]=3)[C:7]3=[N:8][N:9]=[CH:10][N:6]3[N:5]=2)=[CH:12][CH:13]=1. The catalyst class is: 16. (4) Reactant: [N+:1]([O-:4])(O)=[O:2].FC(F)(F)C(O)=O.FC(F)(F)C(OC(=O)C(F)(F)F)=O.[CH3:25][O:26][C:27](=[O:42])[NH:28][CH:29]1[CH2:37][C:36]2[C:31](=[CH:32][CH:33]=[CH:34][CH:35]=2)[CH:30]1[O:38][C:39](=[O:41])[CH3:40].C(=O)(O)N. Product: [CH3:25][O:26][C:27](=[O:42])[NH:28][CH:29]1[CH2:37][C:36]2[C:31](=[CH:32][C:33]([N+:1]([O-:4])=[O:2])=[CH:34][CH:35]=2)[CH:30]1[O:38][C:39](=[O:41])[CH3:40]. The catalyst class is: 34. (5) Reactant: [F:1][C:2]1[C:7]([F:8])=[CH:6][CH:5]=[CH:4][C:3]=1[C@@:9]1([OH:31])[CH2:19][CH2:18][C@H:17]([O:20][Si](C(C)C)(C(C)C)C(C)C)[C:12]2=[N:13][CH:14]=[CH:15][CH:16]=[C:11]2[CH2:10]1.CCCC[N+](CCCC)(CCCC)CCCC.[F-]. Product: [F:1][C:2]1[C:7]([F:8])=[CH:6][CH:5]=[CH:4][C:3]=1[C@:9]1([OH:31])[CH2:19][CH2:18][C@H:17]([OH:20])[C:12]2=[N:13][CH:14]=[CH:15][CH:16]=[C:11]2[CH2:10]1. The catalyst class is: 7. (6) Reactant: [C:1]([O:5][C:6]([N:8]1[CH2:13][CH2:12][CH:11]([CH2:14][O:15][C:16]2[CH:25]=[C:24]3[C:19]([C:20](Cl)=[CH:21][N:22]=[N:23]3)=[CH:18][C:17]=2[O:27][CH3:28])[CH2:10][CH2:9]1)=[O:7])([CH3:4])([CH3:3])[CH3:2].O[C:30]1[CH:31]=[C:32]2[C:36](=[CH:37][CH:38]=1)[NH:35][C:34]([CH3:39])=[CH:33]2.C(=O)([O-])[O-].[Cs+].[Cs+]. Product: [C:1]([O:5][C:6]([N:8]1[CH2:13][CH2:12][CH:11]([CH2:14][O:15][C:16]2[CH:25]=[C:24]3[C:19]([C:20]([C:30]4[CH:31]=[C:32]5[C:36](=[CH:37][CH:38]=4)[NH:35][C:34]([CH3:39])=[CH:33]5)=[CH:21][N:22]=[N:23]3)=[CH:18][C:17]=2[O:27][CH3:28])[CH2:10][CH2:9]1)=[O:7])([CH3:4])([CH3:3])[CH3:2]. The catalyst class is: 3.